Dataset: Forward reaction prediction with 1.9M reactions from USPTO patents (1976-2016). Task: Predict the product of the given reaction. (1) Given the reactants [C:1]([O:5][C:6](=[O:9])[CH2:7]Br)([CH3:4])([CH3:3])[CH3:2].C([O:13][CH2:14][CH3:15])(=O)C, predict the reaction product. The product is: [C:1]([O:5][C:6](=[O:9])[CH2:7][O:5][C@H:1]1[CH2:3][CH2:15][C@H:14]([OH:13])[CH2:2]1)([CH3:4])([CH3:3])[CH3:2]. (2) Given the reactants [Cl:1][C:2]1[C:3]2[N:4]([CH:27]=[N:28][CH:29]=2)[C:5]([N:20]2[CH2:24][CH2:23][C@H:22]([O:25]C)[CH2:21]2)=[C:6]([CH:8]([NH:10][C:11]2[N:19]=[CH:18][N:17]=[C:16]3[C:12]=2[N:13]=[CH:14][NH:15]3)[CH3:9])[CH:7]=1.C(Cl)Cl.B(Br)(Br)Br, predict the reaction product. The product is: [Cl:1][C:2]1[C:3]2[N:4]([CH:27]=[N:28][CH:29]=2)[C:5]([N:20]2[CH2:24][CH2:23][C@H:22]([OH:25])[CH2:21]2)=[C:6]([CH:8]([NH:10][C:11]2[N:19]=[CH:18][N:17]=[C:16]3[C:12]=2[N:13]=[CH:14][NH:15]3)[CH3:9])[CH:7]=1. (3) Given the reactants FC(F)(F)C(O)=O.[NH2:8][C@H:9]([C:19]1[C:24]([C:25]2[CH:26]=[CH:27][C:28]([F:34])=[C:29]([CH:33]=2)[C:30]([NH2:32])=[O:31])=[CH:23][CH:22]=[CH:21][N:20]=1)[CH2:10][C:11]1[CH:16]=[C:15]([F:17])[CH:14]=[C:13]([F:18])[CH:12]=1.[O:35]=[C:36]1[CH:45]=[C:44]([CH2:46][C:47](O)=[O:48])[C:43]2[C:38](=[CH:39][CH:40]=[CH:41][CH:42]=2)[NH:37]1, predict the reaction product. The product is: [F:17][C:15]1[CH:16]=[C:11]([CH2:10][C@@H:9]([C:19]2[C:24]([C:25]3[CH:26]=[CH:27][C:28]([F:34])=[C:29]([CH:33]=3)[C:30]([NH2:32])=[O:31])=[CH:23][CH:22]=[CH:21][N:20]=2)[NH:8][C:47](=[O:48])[CH2:46][C:44]2[C:43]3[C:38](=[CH:39][CH:40]=[CH:41][CH:42]=3)[NH:37][C:36](=[O:35])[CH:45]=2)[CH:12]=[C:13]([F:18])[CH:14]=1.